Task: Regression. Given two drug SMILES strings and cell line genomic features, predict the synergy score measuring deviation from expected non-interaction effect.. Dataset: NCI-60 drug combinations with 297,098 pairs across 59 cell lines (1) Drug 1: CC1=C(C=C(C=C1)NC(=O)C2=CC=C(C=C2)CN3CCN(CC3)C)NC4=NC=CC(=N4)C5=CN=CC=C5. Drug 2: CC12CCC3C(C1CCC2O)C(CC4=C3C=CC(=C4)O)CCCCCCCCCS(=O)CCCC(C(F)(F)F)(F)F. Cell line: HOP-92. Synergy scores: CSS=3.09, Synergy_ZIP=-2.74, Synergy_Bliss=-1.03, Synergy_Loewe=-2.07, Synergy_HSA=-1.02. (2) Synergy scores: CSS=53.3, Synergy_ZIP=-2.95, Synergy_Bliss=0.214, Synergy_Loewe=2.48, Synergy_HSA=5.15. Cell line: A549. Drug 1: C1=CC(=C2C(=C1NCCNCCO)C(=O)C3=C(C=CC(=C3C2=O)O)O)NCCNCCO. Drug 2: CCC1=C2CN3C(=CC4=C(C3=O)COC(=O)C4(CC)O)C2=NC5=C1C=C(C=C5)O. (3) Drug 1: CC12CCC3C(C1CCC2O)C(CC4=C3C=CC(=C4)O)CCCCCCCCCS(=O)CCCC(C(F)(F)F)(F)F. Drug 2: C1CNP(=O)(OC1)N(CCCl)CCCl. Cell line: CCRF-CEM. Synergy scores: CSS=2.40, Synergy_ZIP=-0.401, Synergy_Bliss=-1.28, Synergy_Loewe=2.39, Synergy_HSA=-1.21. (4) Drug 1: CC1OCC2C(O1)C(C(C(O2)OC3C4COC(=O)C4C(C5=CC6=C(C=C35)OCO6)C7=CC(=C(C(=C7)OC)O)OC)O)O. Drug 2: C(=O)(N)NO. Cell line: SW-620. Synergy scores: CSS=39.9, Synergy_ZIP=-0.302, Synergy_Bliss=2.24, Synergy_Loewe=-11.4, Synergy_HSA=2.63. (5) Drug 1: C1CCC(CC1)NC(=O)N(CCCl)N=O. Drug 2: CC(C)(C#N)C1=CC(=CC(=C1)CN2C=NC=N2)C(C)(C)C#N. Cell line: IGROV1. Synergy scores: CSS=14.7, Synergy_ZIP=-7.89, Synergy_Bliss=-8.15, Synergy_Loewe=-6.77, Synergy_HSA=-6.89.